Dataset: Full USPTO retrosynthesis dataset with 1.9M reactions from patents (1976-2016). Task: Predict the reactants needed to synthesize the given product. (1) Given the product [OH-:19].[NH4+:2].[CH2:1]([O:19][C:14]1[C:15]([CH3:18])=[N:16][CH:17]=[C:12]([CH2:11][NH:10][C:7]2[CH:6]=[CH:5][C:4]([C:1](=[NH:2])[NH2:3])=[CH:9][CH:8]=2)[C:13]=1[CH2:20][NH:21][CH2:22][CH2:23][CH2:24][CH2:25][CH2:26][C:27]([OH:29])=[O:28])[C:4]1[CH:9]=[CH:8][CH:7]=[CH:6][CH:5]=1, predict the reactants needed to synthesize it. The reactants are: [C:1]([C:4]1[CH:9]=[CH:8][C:7]([NH:10][CH2:11][C:12]2[C:13]([CH2:20][NH:21][CH2:22][CH2:23][CH2:24][CH2:25][CH2:26][C:27]([OH:29])=[O:28])=[C:14]([OH:19])[C:15]([CH3:18])=[N:16][CH:17]=2)=[CH:6][CH:5]=1)(=[NH:3])[NH2:2]. (2) The reactants are: [CH2:1]([O:3][C:4](=[O:27])[C:5]([CH2:18][C:19]([N:21]1[CH2:26][CH2:25][O:24][CH2:23][CH2:22]1)=[O:20])([CH2:9][CH2:10][CH2:11][C:12]1[CH:17]=[CH:16][CH:15]=[CH:14][CH:13]=1)C(O)=O)[CH3:2]. Given the product [CH2:1]([O:3][C:4](=[O:27])[CH:5]([CH2:18][C:19]([N:21]1[CH2:22][CH2:23][O:24][CH2:25][CH2:26]1)=[O:20])[CH2:9][CH2:10][CH2:11][C:12]1[CH:17]=[CH:16][CH:15]=[CH:14][CH:13]=1)[CH3:2], predict the reactants needed to synthesize it.